Dataset: Reaction yield outcomes from USPTO patents with 853,638 reactions. Task: Predict the reaction yield, written as a fraction of the theoretical maximum amount of product (1.0 means a 100% yield; for example, 0.34 means a 34% yield). (1) The reactants are Br[C:2]1[CH:10]=[CH:9][C:5]([C:6]([OH:8])=[O:7])=[CH:4][C:3]=1[O:11][CH3:12].[C:13]([O-:16])(O)=O.[Na+].[CH3:18]S(C)=O. The catalyst is C(Cl)Cl. The product is [CH3:18][O:8][C:6](=[O:7])[C:5]1[CH:9]=[CH:10][C:2]([CH:13]=[O:16])=[C:3]([O:11][CH3:12])[CH:4]=1. The yield is 0.790. (2) The reactants are [F:1][C:2]1[CH:7]=[CH:6][CH:5]=[C:4]([F:8])[C:3]=1[N:9]1[C:14]2[N:15]=[C:16]([N:29]3[CH2:34][CH2:33][CH:32]([N:35]4[CH2:40][CH2:39][CH:38]([CH3:41])[CH2:37][CH2:36]4)[CH2:31][CH2:30]3)[N:17]=[C:18]([C:19]3[CH:20]=[C:21]([CH:25]=[CH:26][C:27]=3[CH3:28])[C:22]([OH:24])=O)[C:13]=2[CH:12]=[CH:11][C:10]1=[O:42].CN(C(O[N:51]1N=N[C:53]2[CH:54]=[CH:55]C=C[C:52]1=2)=[N+](C)C)C.F[P-](F)(F)(F)(F)F.C(N(CC)CC)C.C(N)CCC. The catalyst is CN(C=O)C. The product is [CH2:52]([NH:51][C:22](=[O:24])[C:21]1[CH:25]=[CH:26][C:27]([CH3:28])=[C:19]([C:18]2[C:13]3[CH:12]=[CH:11][C:10](=[O:42])[N:9]([C:3]4[C:2]([F:1])=[CH:7][CH:6]=[CH:5][C:4]=4[F:8])[C:14]=3[N:15]=[C:16]([N:29]3[CH2:34][CH2:33][CH:32]([N:35]4[CH2:40][CH2:39][CH:38]([CH3:41])[CH2:37][CH2:36]4)[CH2:31][CH2:30]3)[N:17]=2)[CH:20]=1)[CH2:53][CH2:54][CH3:55]. The yield is 0.550.